Dataset: Full USPTO retrosynthesis dataset with 1.9M reactions from patents (1976-2016). Task: Predict the reactants needed to synthesize the given product. (1) Given the product [Cl:24][C:25]1[CH:26]=[C:27]([NH:32][C:33]([N:18]2[CH2:19][CH2:20][C:21](=[O:22])[N:15]([CH2:14][CH2:13][CH2:12][N:10]3[CH2:9][CH2:8][C:5]4([CH2:6][CH2:7]4)[C@H:4]([OH:3])[CH2:11]3)[CH2:16][C@H:17]2[CH3:23])=[O:34])[CH:28]=[CH:29][C:30]=1[Cl:31], predict the reactants needed to synthesize it. The reactants are: Cl.Cl.[OH:3][C@@H:4]1[CH2:11][N:10]([CH2:12][CH2:13][CH2:14][N:15]2[C:21](=[O:22])[CH2:20][CH2:19][NH:18][C@H:17]([CH3:23])[CH2:16]2)[CH2:9][CH2:8][C:5]21[CH2:7][CH2:6]2.[Cl:24][C:25]1[CH:26]=[C:27]([N:32]=[C:33]=[O:34])[CH:28]=[CH:29][C:30]=1[Cl:31].CN1CCOCC1.C(=O)([O-])O.[Na+]. (2) The reactants are: [F:1][C:2]1[CH:7]=[CH:6][CH:5]=[CH:4][C:3]=1[CH2:8][CH2:9]O.S(=O)(=O)(O)O.[BrH:16]. Given the product [Br:16][CH2:9][CH2:8][C:3]1[CH:4]=[CH:5][CH:6]=[CH:7][C:2]=1[F:1], predict the reactants needed to synthesize it.